This data is from Full USPTO retrosynthesis dataset with 1.9M reactions from patents (1976-2016). The task is: Predict the reactants needed to synthesize the given product. (1) Given the product [Br:1][C:2]1[CH:3]=[C:4]([N:13]([CH2:20][CH3:21])[CH:14]2[CH2:19][CH2:18][O:17][CH2:16][CH2:15]2)[C:5]([CH3:12])=[C:6]([CH:11]=1)[C:7]([OH:9])=[O:8], predict the reactants needed to synthesize it. The reactants are: [Br:1][C:2]1[CH:3]=[C:4]([N:13]([CH2:20][CH3:21])[CH:14]2[CH2:19][CH2:18][O:17][CH2:16][CH2:15]2)[C:5]([CH3:12])=[C:6]([CH:11]=1)[C:7]([O:9]C)=[O:8].[OH-].[Na+]. (2) Given the product [NH:2]=[C:1]([S:3][CH3:16])[C:4]1[CH:5]=[C:6]([CH:11]=[CH:12][C:13]=1[CH3:14])[C:7]([O:9][CH3:10])=[O:8], predict the reactants needed to synthesize it. The reactants are: [C:1]([C:4]1[CH:5]=[C:6]([CH:11]=[CH:12][C:13]=1[CH3:14])[C:7]([O:9][CH3:10])=[O:8])(=[S:3])[NH2:2].I[CH3:16]. (3) Given the product [C:15]1([C:5]2[CH:6]=[C:7]([N+:12]([O-:14])=[O:13])[CH:8]=[C:9]3[C:4]=2[N:3]=[C:2]([C:25]#[N:26])[CH:11]=[CH:10]3)[C:24]2[C:19](=[CH:20][CH:21]=[CH:22][CH:23]=2)[CH:18]=[CH:17][CH:16]=1, predict the reactants needed to synthesize it. The reactants are: Cl[C:2]1[CH:11]=[CH:10][C:9]2[C:4](=[C:5]([C:15]3[C:24]4[C:19](=[CH:20][CH:21]=[CH:22][CH:23]=4)[CH:18]=[CH:17][CH:16]=3)[CH:6]=[C:7]([N+:12]([O-:14])=[O:13])[CH:8]=2)[N:3]=1.[C:25]([Cu])#[N:26].